From a dataset of Forward reaction prediction with 1.9M reactions from USPTO patents (1976-2016). Predict the product of the given reaction. Given the reactants [Br:1][C:2]1[CH:7]=[CH:6][C:5]([CH:8]2[CH2:12][CH2:11][CH2:10][NH:9]2)=[CH:4][CH:3]=1.C(=O)([O-])[O-].[K+].[K+].Cl[C:20]([O:22][CH2:23][C:24]1[CH:29]=[CH:28][CH:27]=[CH:26][CH:25]=1)=[O:21], predict the reaction product. The product is: [Br:1][C:2]1[CH:3]=[CH:4][C:5]([CH:8]2[CH2:12][CH2:11][CH2:10][N:9]2[C:20]([O:22][CH2:23][C:24]2[CH:29]=[CH:28][CH:27]=[CH:26][CH:25]=2)=[O:21])=[CH:6][CH:7]=1.